Binary Classification. Given a miRNA mature sequence and a target amino acid sequence, predict their likelihood of interaction. From a dataset of Experimentally validated miRNA-target interactions with 360,000+ pairs, plus equal number of negative samples. (1) The miRNA is hsa-miR-561-3p with sequence CAAAGUUUAAGAUCCUUGAAGU. The protein sequence of the target gene is MEIDNQTWVREFILLGLSSDWCTQISLFSLFLVTYLMTVLGNCLIVLLIRLDSRLHTPMYFFLTNLSLVDVSYATSVVPQLLAHFLAEHKAIPFQSCAAQLFFSLALGGIEFVLLAVMAYDRHVAVSDRLRYSAIMHGGLCARLAITSWVSGSINSLVQTAITFQLPMCTNKFIDHISCELLAVVRLACVDTSSNEAAIMVSSIVLLMTPFCLVLLSYIRIISTILKIQSREGRKKAFHTCASHLTVVALCYGTTIFTYIQPHSGPSVLQEKLISVFYAIVMPLLNPVIYSLRNKEVKGA.... Result: 0 (no interaction). (2) The miRNA is hsa-miR-6741-5p with sequence GUGGGUGCUGGUGGGAGCCGUG. The protein sequence of the target gene is MPTETLQTGSMVKPVSPAGTFTSAVPLRILNKGPDYFRRQAEPNPKRLSAVERLEADKAKYVKSQEVINAKQEPVKPAVLAKPPVCPGTKRALGSPTLKVFGNHAKTESGVQRETLKLEILKNIINSSEGSSSGSGHKHSSRNWPPHRDTTDLHRHSFAESLKVYPTPGHGSPQESSSHVSRRLLEQSAETFLHVSHSSSDIRKVTSVKPLKAIPCSSSAPPLPPKPKVAAMKSPEADQVEPACGVSRRPSLQRSKSDLSDRYFRVDADVERFFNYCGLDPEELENLGMENFARANSDII.... Result: 0 (no interaction). (3) The miRNA is mmu-miR-181c-5p with sequence AACAUUCAACCUGUCGGUGAGU. The protein sequence of the target gene is MNNLSFSELCCLFCCPPCPGKIASKLAFLPPDPTYTLMCDESGSRWTLHLSERADWQYSSREKDAIECFMTRTSKGNRIACMFVRCSPNAKYTLLFSHGNAVDLGQMSSFYIGLGSRINCNIFSYDYSGYGASSGKPTEKNLYADVEAAWLALRTRYGIRPENVIIYGQSIGTVPSVDLAARYESAAVILHSPLTSGMRVAFPDTKKTYCFDAFPNIDKISKITSPVLIIHGTEDEVIDFSHGLALFERCQRPVEPLWVEGAGHNDVELYGQYLERLKQFVSQELVNL. Result: 0 (no interaction). (4) The miRNA is hsa-miR-3912-5p with sequence AUGUCCAUAUUAUGGGUUAGU. The protein sequence of the target gene is MESPAASPPASLPQTKGKSKRKKDLRISCVSKPPVSNPTPPRNLDSRTFITIGDRNFEVEADDLVTISELGRGAYGVVEKVRHAQSGTIMAVKRIRATVNTQEQKRLLMDLDINMRTVDCFYTVTFYGALFREGDVWICMELMDTSLDKFYRKVLEKNMKIPEDILGEIAVSIVRALEHLHSKLSVIHRDVKPSNVLINKEGHVKMCDFGISGYLVDSVAKTMDAGCKPYMAPERINPELNQKGYNVKSDVWSLGITMIEMAILRFPYESWGTPFQQLKQVVEEPSPQLPADQFSPEFVD.... Result: 0 (no interaction). (5) The miRNA is mmu-miR-199b-3p with sequence ACAGUAGUCUGCACAUUGGUUA. The protein sequence of the target gene is MDWKTLQALLSGVNKYSTAFGRIWLSVVFVFRVLVYVVAAERVWGDEQKDFDCNTKQPGCTNVCYDNYFPISNIRLWALQLIFVTCPSLLVILHVAYREERERRHRQKHGDQCAKLYDNAGKKHGGLWWTYLFSLIFKLIIEFLFLYLLHTLWHGFNMPRLVQCANVAPCPNIVDCYIARPTEKKIFTYFMVGASAVCIVLTICELCYLICHRVLRGLHKDKPRGGCSPSSSASRASTCRCHHKLVEAGEVDPDPGNNKLQASAPNLTPI. Result: 0 (no interaction). (6) The miRNA is hsa-miR-4267 with sequence UCCAGCUCGGUGGCAC. The protein sequence of the target gene is MDTVVFEDVVVDFTLEEWALLNPAQRKLYRDVMLETFKHLASVDNEAQLKASGSISQQDTSGEKLSLKQKIEKFTRKNIWASLLGKNWEEHSVKDKHNTKERHLSRNPRVERPCKSSKGNKRGRTFRKTRNCNRHLRKNCCTSVRRYECSQCGKLFTHSSSLIRHKRAHSGQKLYKCKECGKAFSRPSYLQTHEKTHSGEKPYACQSCGKTFLRSHSLTEHVRTHTGEKPYECGQCGKGFSCPKSFRAHVMMHAGGRPYECKHCGKAFRCQKSFRVHMIMHAGGRPYECKQCGKAYCWAT.... Result: 1 (interaction). (7) The miRNA is hsa-miR-216a-3p with sequence UCACAGUGGUCUCUGGGAUUAU. The protein sequence of the target gene is MSEFWHKLGCCVVEKPQPKKKRRRIDRTMIGEPMNFVHLTHIGSGEMGAGDGLAMTGAVQEQMRSKGNRDRPWSNSRGL. Result: 0 (no interaction).